This data is from Peptide-MHC class I binding affinity with 185,985 pairs from IEDB/IMGT. The task is: Regression. Given a peptide amino acid sequence and an MHC pseudo amino acid sequence, predict their binding affinity value. This is MHC class I binding data. The peptide sequence is SARFSWLSLL. The MHC is Patr-A0301 with pseudo-sequence Patr-A0301. The binding affinity (normalized) is 0.153.